From a dataset of Cav3 T-type calcium channel HTS with 100,875 compounds. Binary Classification. Given a drug SMILES string, predict its activity (active/inactive) in a high-throughput screening assay against a specified biological target. The compound is O1C(Oc2c(oc3c(c2=O)c(O)cc(O)c3)c2cc(O)c(O)cc2)C(O)C(O)C(O)C1C(O)=O. The result is 0 (inactive).